The task is: Predict the product of the given reaction.. This data is from Forward reaction prediction with 1.9M reactions from USPTO patents (1976-2016). (1) Given the reactants Br[CH2:2][CH2:3][CH2:4][C:5]#[N:6].[CH3:7][O:8][C:9]1[CH:14]=[CH:13][C:12]([C:15]2[C:23]3[C:22]([O:24][CH2:25][CH:26]4[CH2:30][CH2:29][CH2:28][NH:27]4)=[N:21][CH:20]=[N:19][C:18]=3[O:17][C:16]=2[C:31]2[CH:36]=[CH:35][CH:34]=[CH:33][CH:32]=2)=[CH:11][CH:10]=1.C(N(C(C)C)CC)(C)C.[I-].[K+], predict the reaction product. The product is: [CH3:7][O:8][C:9]1[CH:10]=[CH:11][C:12]([C:15]2[C:23]3[C:22]([O:24][CH2:25][CH:26]4[CH2:30][CH2:29][CH2:28][N:27]4[CH2:2][CH2:3][CH2:4][C:5]#[N:6])=[N:21][CH:20]=[N:19][C:18]=3[O:17][C:16]=2[C:31]2[CH:36]=[CH:35][CH:34]=[CH:33][CH:32]=2)=[CH:13][CH:14]=1. (2) Given the reactants [NH2:1][N:2]1[C:7]([C:8]([F:11])([F:10])[F:9])=[CH:6][C:5]([C:12]2[CH:17]=[CH:16][C:15]([C:18]([F:21])([F:20])[F:19])=[CH:14][CH:13]=2)=[CH:4][C:3]1=S.[CH2:23]([O:25][C:26](=[O:31])[CH:27](Cl)[CH:28]=O)[CH3:24].C([O-])(O)=O.[Na+], predict the reaction product. The product is: [CH2:23]([O:25][C:26]([C:27]1[CH:28]=[N:1][N:2]2[C:7]([C:8]([F:11])([F:10])[F:9])=[CH:6][C:5]([C:12]3[CH:17]=[CH:16][C:15]([C:18]([F:21])([F:20])[F:19])=[CH:14][CH:13]=3)=[CH:4][C:3]=12)=[O:31])[CH3:24].